Dataset: Protein-peptide binding for MDM2, ACE2, and 12ca5 with 34 validated binders. Task: Binary Classification. Given protein and peptide amino acid sequences, predict whether they interact or not. The peptide is AAFAAYAALLAAK. The protein target is MDM2 with sequence MCNTNMSVPTDGAVTTSQIPASEQETLVRPKPLLLKLLKSVGAQKDTYTMKEVLFYLGQYIMTKRLYDEKQQHIVYCSNDLLGDLFGVPSFSVKEHRKIYTMIYRNLVVVNQQESSDSGTSVSENRCHLEGGSDQKDLVQELQEEKPSSSHLVSRPSTSSRRRAISETEENSDELSGERQRKRHKSDSISLSFDESLALCVIREICCERSSSSESTGTPSNPDLDAGVSEHSGDWLDQDSVSDQFSVEFEVESLDSEDYSLSEEGQELSDEDDEVYQVTVYQAGESDTDSFEEDPEISLADYWKCTSCNEMNPPLPSHCNRCWALRENWLPEDKGKDKGEISEKAKLENSTQAEEGFDVPDCKKTIVNDSRESCVEENDDKITQASQSQESEDYSQPSTSSSIIYSSQEDVKEFEREETQDKEESVESSLPLNAIEPCVICQGRPKNGCIVHGKTGHLMACFTCAKKLKKRNKPCPVCRQPIQMIVLTYFP.